The task is: Predict the product of the given reaction.. This data is from Forward reaction prediction with 1.9M reactions from USPTO patents (1976-2016). (1) Given the reactants [CH3:1][O:2][C:3]1[CH:41]=[CH:40][C:6]([CH2:7][N:8]2[C:12]([C:13]3[CH:18]=[CH:17][CH:16]=[CH:15][C:14]=3[C:19]3[CH:24]=[CH:23][C:22]([CH2:25][NH:26][C:27]4[C:36]([N+:37]([O-])=O)=[CH:35][CH:34]=[CH:33][C:28]=4[C:29]([O:31][CH3:32])=[O:30])=[CH:21][CH:20]=3)=[N:11][N:10]=[N:9]2)=[CH:5][CH:4]=1.O.O.[Sn](Cl)Cl, predict the reaction product. The product is: [CH3:1][O:2][C:3]1[CH:4]=[CH:5][C:6]([CH2:7][N:8]2[C:12]([C:13]3[CH:18]=[CH:17][CH:16]=[CH:15][C:14]=3[C:19]3[CH:24]=[CH:23][C:22]([CH2:25][NH:26][C:27]4[C:36]([NH2:37])=[CH:35][CH:34]=[CH:33][C:28]=4[C:29]([O:31][CH3:32])=[O:30])=[CH:21][CH:20]=3)=[N:11][N:10]=[N:9]2)=[CH:40][CH:41]=1. (2) Given the reactants Cl.[CH2:2]([O:4][C:5]([C@H:7]1[CH2:11][CH2:10][CH2:9][NH:8]1)=[O:6])[CH3:3].[CH3:12][C:13]([C:18]1[CH:23]=[CH:22][CH:21]=[C:20]([O:24][CH2:25][C:26]2[N:27]=[C:28]([C:32]3[CH:37]=[CH:36][CH:35]=[CH:34][CH:33]=3)[O:29][C:30]=2[CH3:31])[CH:19]=1)([CH3:17])[C:14](O)=[O:15].CCN=C=NCCCN(C)C.Cl.ON1C2N=CC=CC=2N=N1, predict the reaction product. The product is: [CH2:2]([O:4][C:5]([C@H:7]1[CH2:11][CH2:10][CH2:9][N:8]1[C:14](=[O:15])[C:13]([CH3:12])([C:18]1[CH:23]=[CH:22][CH:21]=[C:20]([O:24][CH2:25][C:26]2[N:27]=[C:28]([C:32]3[CH:33]=[CH:34][CH:35]=[CH:36][CH:37]=3)[O:29][C:30]=2[CH3:31])[CH:19]=1)[CH3:17])=[O:6])[CH3:3]. (3) Given the reactants [S:1]1[CH:5]=[CH:4][N:3]=[C:2]1[C:6]#[C:7][C:8]1[C:9]([NH:24]C(=O)C(F)(F)F)=[C:10]([CH:21]=[CH:22][CH:23]=1)[C:11]([O:13][CH2:14][C:15]1[CH:20]=[CH:19][CH:18]=[CH:17][CH:16]=1)=[O:12].[C@@H]1(N)CCCC[C@H]1N.P([O-])([O-])([O-])=O.[K+].[K+].[K+].[Cl-].[NH4+], predict the reaction product. The product is: [S:1]1[CH:5]=[CH:4][N:3]=[C:2]1[C:6]1[NH:24][C:9]2[C:8]([CH:7]=1)=[CH:23][CH:22]=[CH:21][C:10]=2[C:11]([O:13][CH2:14][C:15]1[CH:20]=[CH:19][CH:18]=[CH:17][CH:16]=1)=[O:12]. (4) Given the reactants [Cl:1][C:2]1[CH:7]=[CH:6][C:5]([S:8]([N:11]([CH2:21][C:22]2[CH:31]=[CH:30][C:25]([C:26]([O:28]C)=[O:27])=[C:24]([F:32])[CH:23]=2)[C@H:12]([C:15]2[CH:20]=[CH:19][CH:18]=[CH:17][CH:16]=2)[CH2:13][CH3:14])(=[O:10])=[O:9])=[CH:4][CH:3]=1.O.[OH-].[Li+], predict the reaction product. The product is: [Cl:1][C:2]1[CH:7]=[CH:6][C:5]([S:8]([N:11]([CH2:21][C:22]2[CH:31]=[CH:30][C:25]([C:26]([OH:28])=[O:27])=[C:24]([F:32])[CH:23]=2)[C@H:12]([C:15]2[CH:20]=[CH:19][CH:18]=[CH:17][CH:16]=2)[CH2:13][CH3:14])(=[O:10])=[O:9])=[CH:4][CH:3]=1. (5) Given the reactants FC(F)(S(O[C:17]1[CH:31]=[C:20]2[CH2:21][CH2:22][CH:23]=[C:24]([C:25]3[CH:30]=[CH:29][CH:28]=[CH:27][CH:26]=3)[N:19]2[N:18]=1)(=O)=O)C(F)(F)C(F)(F)C(F)(F)F.[Cl:33][C:34]1[N:35]=[CH:36][N:37]([C:39]2[CH:45]=[CH:44][C:42]([NH2:43])=[CH:41][C:40]=2[O:46][CH3:47])[CH:38]=1.CC1(C)C2C=CC=C(P(C3C=CC=CC=3)C3C=CC=CC=3)C=2OC2C1=CC=CC=2P(C1C=CC=CC=1)C1C=CC=CC=1.CN1CCCN2CCCN=C12, predict the reaction product. The product is: [Cl:33][C:34]1[N:35]=[CH:36][N:37]([C:39]2[CH:45]=[CH:44][C:42]([NH:43][C:17]3[CH:31]=[C:20]4[CH2:21][CH2:22][CH:23]=[C:24]([C:25]5[CH:26]=[CH:27][CH:28]=[CH:29][CH:30]=5)[N:19]4[N:18]=3)=[CH:41][C:40]=2[O:46][CH3:47])[CH:38]=1. (6) Given the reactants [F:1][C:2]1[CH:3]=[CH:4][C:5]([O:8][CH2:9][C:10]2[N:14]([CH3:15])[N:13]=[CH:12][C:11]=2[CH:16]=O)=[N:6][CH:7]=1.[NH2:18][OH:19].CO, predict the reaction product. The product is: [F:1][C:2]1[CH:3]=[CH:4][C:5]([O:8][CH2:9][C:10]2[N:14]([CH3:15])[N:13]=[CH:12][C:11]=2[CH:16]=[N:18][OH:19])=[N:6][CH:7]=1. (7) Given the reactants C([O:4][C@@H:5]([C:7]1[N:12]=[C:11]([N:13]2[CH2:18][CH2:17][N:16]([C:19]3[CH:28]=[N:27][C:26]4[C:21](=[CH:22][CH:23]=[CH:24][CH:25]=4)[N:20]=3)[CH2:15][CH2:14]2)[CH:10]=[CH:9][N:8]=1)[CH3:6])(=O)C.O.[OH-].[Li+], predict the reaction product. The product is: [N:20]1[C:21]2[C:26](=[CH:25][CH:24]=[CH:23][CH:22]=2)[N:27]=[CH:28][C:19]=1[N:16]1[CH2:15][CH2:14][N:13]([C:11]2[CH:10]=[CH:9][N:8]=[C:7]([C@H:5]([OH:4])[CH3:6])[N:12]=2)[CH2:18][CH2:17]1. (8) The product is: [CH:1]([O:4][C:5](=[O:28])[NH:6][C@@H:7]1[CH2:27][C:10]2[N:11]([CH2:20][C@@H:21]3[C@@H:25]([OH:26])[CH2:24][CH2:23][N:22]3[CH2:29][CH3:30])[C:12]3[CH:13]=[CH:14][C:15]([C:18]#[N:19])=[CH:16][C:17]=3[C:9]=2[CH2:8]1)([CH3:3])[CH3:2]. Given the reactants [CH:1]([O:4][C:5](=[O:28])[NH:6][C@@H:7]1[CH2:27][C:10]2[N:11]([CH2:20][C@@H:21]3[C@@H:25]([OH:26])[CH2:24][CH2:23][NH:22]3)[C:12]3[CH:13]=[CH:14][C:15]([C:18]#[N:19])=[CH:16][C:17]=3[C:9]=2[CH2:8]1)([CH3:3])[CH3:2].[CH:29](=O)[CH3:30].C(O[BH-](OC(=O)C)OC(=O)C)(=O)C.[Na+].C(=O)(O)[O-].[Na+], predict the reaction product. (9) Given the reactants [Cl:1][C:2]1[CH:3]=[CH:4][C:5]([SH:8])=[N:6][CH:7]=1.C[O-].[Na+].CO.Br[CH2:15][CH2:16][CH2:17][Cl:18].O, predict the reaction product. The product is: [Cl:1][C:2]1[CH:3]=[CH:4][C:5]([S:8][CH2:15][CH2:16][CH2:17][Cl:18])=[N:6][CH:7]=1.